Dataset: Reaction yield outcomes from USPTO patents with 853,638 reactions. Task: Predict the reaction yield, written as a fraction of the theoretical maximum amount of product (1.0 means a 100% yield; for example, 0.34 means a 34% yield). (1) The reactants are [Cl:1][C:2]1[S:6][C:5]([S:7]([NH:10][C:11]2[CH:19]=[CH:18][C:14]([C:15]([OH:17])=[O:16])=[C:13]([OH:20])[CH:12]=2)(=[O:9])=[O:8])=[CH:4][C:3]=1[C:21]1[CH:26]=[C:25]([F:27])[CH:24]=[CH:23][C:22]=1[OH:28].[CH3:29][O:30][CH2:31][CH2:32]O. No catalyst specified. The product is [Cl:1][C:2]1[S:6][C:5]([S:7]([NH:10][C:11]2[CH:19]=[CH:18][C:14]([C:15]([O:17][CH2:32][CH2:31][O:30][CH3:29])=[O:16])=[C:13]([OH:20])[CH:12]=2)(=[O:9])=[O:8])=[CH:4][C:3]=1[C:21]1[CH:26]=[C:25]([F:27])[CH:24]=[CH:23][C:22]=1[OH:28]. The yield is 0.810. (2) The reactants are CO.[ClH:3].[NH2:4][C:5]1[N:9]=[C:8]([C@@H:10]([NH:14]C(=O)OC(C)(C)C)[CH2:11][C:12]#[CH:13])[NH:7][N:6]=1. No catalyst specified. The product is [ClH:3].[NH2:14][C@H:10]([C:8]1[NH:7][N:6]=[C:5]([NH2:4])[N:9]=1)[CH2:11][C:12]#[CH:13]. The yield is 0.720. (3) The reactants are [CH2:1]([O:3][C:4](=[O:22])[CH2:5][CH2:6][CH2:7][O:8][C:9]1[CH:10]=[N:11][C:12]([C:15]2[CH:20]=[CH:19][CH:18]=[C:17]([OH:21])[CH:16]=2)=[CH:13][CH:14]=1)[CH3:2].[H-].[Na+].Br[CH:26]1[CH2:30][CH2:29][CH2:28][CH2:27]1. The catalyst is CN(C=O)C. The product is [CH2:1]([O:3][C:4](=[O:22])[CH2:5][CH2:6][CH2:7][O:8][C:9]1[CH:10]=[N:11][C:12]([C:15]2[CH:20]=[CH:19][CH:18]=[C:17]([O:21][CH:26]3[CH2:30][CH2:29][CH2:28][CH2:27]3)[CH:16]=2)=[CH:13][CH:14]=1)[CH3:2]. The yield is 0.340. (4) The reactants are [CH3:1][O:2][C:3](=[O:34])[C@H:4]([CH2:16][C:17]1[CH:22]=[CH:21][C:20]([NH:23][C:24]([C:26]2[C:31]([Cl:32])=[CH:30][CH:29]=[CH:28][C:27]=2[Cl:33])=[O:25])=[CH:19][CH:18]=1)[NH:5][C:6]([C:8]1([CH2:13][CH2:14][NH2:15])[CH2:12][CH2:11][CH2:10][CH2:9]1)=[O:7].[CH3:35][O:36][C:37]1[CH:45]=[CH:44][C:40]([C:41](Cl)=[O:42])=[CH:39][CH:38]=1.CCN(C(C)C)C(C)C. The catalyst is ClCCl. The product is [CH3:1][O:2][C:3](=[O:34])[C@H:4]([CH2:16][C:17]1[CH:22]=[CH:21][C:20]([NH:23][C:24]([C:26]2[C:27]([Cl:33])=[CH:28][CH:29]=[CH:30][C:31]=2[Cl:32])=[O:25])=[CH:19][CH:18]=1)[NH:5][C:6]([C:8]1([CH2:13][CH2:14][NH:15][C:41]([C:40]2[CH:44]=[CH:45][C:37]([O:36][CH3:35])=[CH:38][CH:39]=2)=[O:42])[CH2:9][CH2:10][CH2:11][CH2:12]1)=[O:7]. The yield is 0.780. (5) The reactants are [CH3:1][O:2][C:3]1[CH:4]=[C:5]2[C:10](=[CH:11][C:12]=1[OH:13])[N:9]=[CH:8][CH:7]=[C:6]2[O:14][C:15]1[C:16]([C:23]2[CH:28]=[CH:27][CH:26]=[C:25]([CH3:29])[N:24]=2)=[N:17][C:18]([CH3:22])=[C:19]([CH3:21])[CH:20]=1.C(=O)([O-])[O-].[K+].[K+].Br[CH2:37][CH2:38][CH2:39][OH:40]. The catalyst is CN(C)C=O. The product is [CH3:1][O:2][C:3]1[CH:4]=[C:5]2[C:10](=[CH:11][C:12]=1[O:13][CH2:37][CH2:38][CH2:39][OH:40])[N:9]=[CH:8][CH:7]=[C:6]2[O:14][C:15]1[C:16]([C:23]2[CH:28]=[CH:27][CH:26]=[C:25]([CH3:29])[N:24]=2)=[N:17][C:18]([CH3:22])=[C:19]([CH3:21])[CH:20]=1. The yield is 0.620.